This data is from Experimentally validated miRNA-target interactions with 360,000+ pairs, plus equal number of negative samples. The task is: Binary Classification. Given a miRNA mature sequence and a target amino acid sequence, predict their likelihood of interaction. The miRNA is hsa-miR-2278 with sequence GAGAGCAGUGUGUGUUGCCUGG. The protein sequence of the target gene is MAQPGSGCKATTRCLEGTAPPAMAQSDAEALAGALDKDEGRASPCTPSTPSVCSPPSAASSVPSAGKNICSSCGLEILDRYLLKVNNLIWHVRCLECSVCRTSLRQQNSCYIKNKEIYCKMDYFSRFGTKCARCGRQIYASDWVRRARGNAYHLACFACFSCKRQLSTGEEFGLVEEKVLCRIHYDTMIENLKRAAENGNGLTLEGAVPSEQDSQPKPAKRARTSFTAEQLQVMQAQFAQDNNPDAQTLQKLADMTGLSRRVIQVWFQNCRARHKKHTPQHPVPPSGAPPTRLPSALSDD.... Result: 0 (no interaction).